This data is from CYP1A2 inhibition data for predicting drug metabolism from PubChem BioAssay. The task is: Regression/Classification. Given a drug SMILES string, predict its absorption, distribution, metabolism, or excretion properties. Task type varies by dataset: regression for continuous measurements (e.g., permeability, clearance, half-life) or binary classification for categorical outcomes (e.g., BBB penetration, CYP inhibition). Dataset: cyp1a2_veith. The compound is CO[C@@H]1COC(=O)[C@H](COCc2ccccc2)NC(=O)C/C=C\[C@@H](C)[C@H](OC)COC(=O)[C@@H](C)NC(=O)C/C=C\[C@H]1C. The result is 0 (non-inhibitor).